From a dataset of Hepatocyte clearance measurements from AstraZeneca. Regression/Classification. Given a drug SMILES string, predict its absorption, distribution, metabolism, or excretion properties. Task type varies by dataset: regression for continuous measurements (e.g., permeability, clearance, half-life) or binary classification for categorical outcomes (e.g., BBB penetration, CYP inhibition). For this dataset (clearance_hepatocyte_az), we predict log10(clearance) (log10 of the in vitro intrinsic clearance, CLint, in uL/min per 10^6 hepatocytes; values are censored to the assay range of 3 to 150, which is 0.477 to 2.18 on this log10 scale). (1) The molecule is CC(C)c1ccccc1Cc1cc(C(=O)Nc2ccc(S(=O)(=O)c3ccccc3C(C)(C)C)cc2)c(O)c(O)c1O. The log10(clearance) is 0.480. (2) The compound is O=CNc1cc([C@@H](O)CNCCc2ccc(NC[C@H](O)c3ccccc3)cc2)ccc1O. The log10(clearance) is 0.480. (3) The molecule is Clc1ccccc1CN1CCc2sccc2C1. The log10(clearance) is 1.75. (4) The log10(clearance) is 0.630. The compound is CCS(=O)(=O)c1ccc(-c2cc(Cl)ccc2OCC(=O)O)c(F)c1. (5) The molecule is Cc1ccc(-c2cc(C(F)(F)F)nn2-c2ccc(S(C)(=O)=O)cc2)cc1. The log10(clearance) is 1.24. (6) The drug is Cc1cn([C@H]2CCCN([C@H](CC(C)(C)C)c3ccc(C(=O)O)c(Oc4cccc(Br)c4)c3)C2)c(=O)[nH]c1=O. The log10(clearance) is 1.69.